Dataset: Forward reaction prediction with 1.9M reactions from USPTO patents (1976-2016). Task: Predict the product of the given reaction. (1) Given the reactants [CH2:1]([O:8][C:9]([NH:11][C:12]1[C:13]([CH3:35])=[C:14]([C:18]2[C:30]3[C:29]4[C:24](=[CH:25][C:26]([Br:31])=[CH:27][CH:28]=4)[NH:23][C:22]=3[C:21]([C:32]([OH:34])=O)=[N:20][CH:19]=2)[CH:15]=[CH:16][CH:17]=1)=[O:10])[C:2]1[CH:7]=[CH:6][CH:5]=[CH:4][CH:3]=1.[Cl-].[NH4+].C([N:41](CC)C(C)C)(C)C.F[P-](F)(F)(F)(F)F.N1(O[P+](N(C)C)(N(C)C)N(C)C)C2C=CC=CC=2N=N1.CN1CCOCC1, predict the reaction product. The product is: [Br:31][C:26]1[CH:25]=[C:24]2[C:29]([C:30]3[C:18]([C:14]4[C:13]([CH3:35])=[C:12]([NH:11][C:9](=[O:10])[O:8][CH2:1][C:2]5[CH:7]=[CH:6][CH:5]=[CH:4][CH:3]=5)[CH:17]=[CH:16][CH:15]=4)=[CH:19][N:20]=[C:21]([C:32](=[O:34])[NH2:41])[C:22]=3[NH:23]2)=[CH:28][CH:27]=1. (2) Given the reactants C([O:5][C:6]([C@H:8]1[CH2:12][N:11]([CH2:13][C:14]2[CH:19]=[CH:18][C:17]([O:20][C:21]3[CH:26]=[CH:25][C:24]([F:27])=[CH:23][CH:22]=3)=[CH:16][CH:15]=2)[C:10](=[O:28])[NH:9]1)=[O:7])(C)(C)C.FC(F)(F)C(O)=O, predict the reaction product. The product is: [F:27][C:24]1[CH:23]=[CH:22][C:21]([O:20][C:17]2[CH:18]=[CH:19][C:14]([CH2:13][N:11]3[CH2:12][C@H:8]([C:6]([OH:7])=[O:5])[NH:9][C:10]3=[O:28])=[CH:15][CH:16]=2)=[CH:26][CH:25]=1. (3) Given the reactants [Br:1][C:2]1[CH:7]=[C:6]([N+:8]([O-:10])=[O:9])[CH:5]=[CH:4][C:3]=1F.[F:12][C:13]1[CH:18]=[C:17]([F:19])[CH:16]=[CH:15][C:14]=1[OH:20].C(=O)([O-])[O-].[Cs+].[Cs+].O, predict the reaction product. The product is: [Br:1][C:2]1[CH:7]=[C:6]([N+:8]([O-:10])=[O:9])[CH:5]=[CH:4][C:3]=1[O:20][C:14]1[CH:15]=[CH:16][C:17]([F:19])=[CH:18][C:13]=1[F:12]. (4) Given the reactants [N+:1]([C:4]1[CH:14]=[CH:13][C:7]([O:8][CH2:9][CH:10]2[CH2:12][O:11]2)=[CH:6][CH:5]=1)([O-])=O.[CH3:15][NH:16][CH3:17], predict the reaction product. The product is: [NH2:1][C:4]1[CH:14]=[CH:13][C:7]([O:8][CH2:9][CH:10]([OH:11])[CH2:12][N:16]([CH3:17])[CH3:15])=[CH:6][CH:5]=1. (5) Given the reactants C1(P(C2C=CC=CC=2)C2C=CC3C(=CC=CC=3)C=2C2C3C(=CC=CC=3)C=CC=2P(C2C=CC=CC=2)C2C=CC=CC=2)C=CC=CC=1.[Cl:47][C:48]1[C:49](Cl)=[N:50][CH:51]=[C:52]([CH:58]=1)[C:53]([O:55][CH2:56][CH3:57])=[O:54].[NH2:60][CH:61]1[CH2:69][C:68]2[C:63](=[CH:64][CH:65]=[CH:66][CH:67]=2)[CH2:62]1.C(=O)([O-])[O-].[Cs+].[Cs+], predict the reaction product. The product is: [Cl:47][C:48]1[C:49]([NH:60][CH:61]2[CH2:69][C:68]3[C:63](=[CH:64][CH:65]=[CH:66][CH:67]=3)[CH2:62]2)=[N:50][CH:51]=[C:52]([CH:58]=1)[C:53]([O:55][CH2:56][CH3:57])=[O:54].